Dataset: Full USPTO retrosynthesis dataset with 1.9M reactions from patents (1976-2016). Task: Predict the reactants needed to synthesize the given product. (1) Given the product [F:54][C:45]1[CH:46]=[CH:47][C:48]([C:50]([F:53])([F:52])[F:51])=[CH:49][C:44]=1[NH:43][C:41]1[N:40]([CH3:55])[C:39]2[CH:56]=[CH:57][C:36]([O:35][C:33]3[CH:32]=[CH:31][N:30]=[C:29]([C:22]4[NH:23][C:24]([C:25]([F:28])([F:26])[F:27])=[C:20]([CH2:18][OH:17])[N:21]=4)[CH:34]=3)=[CH:37][C:38]=2[N:42]=1, predict the reactants needed to synthesize it. The reactants are: [H-].COCCO[Al+]OCCOC.[Na+].[H-].C([O:17][C:18]([C:20]1[N:21]=[C:22]([C:29]2[CH:34]=[C:33]([O:35][C:36]3[CH:57]=[CH:56][C:39]4[N:40]([CH3:55])[C:41]([NH:43][C:44]5[CH:49]=[C:48]([C:50]([F:53])([F:52])[F:51])[CH:47]=[CH:46][C:45]=5[F:54])=[N:42][C:38]=4[CH:37]=3)[CH:32]=[CH:31][N:30]=2)[NH:23][C:24]=1[C:25]([F:28])([F:27])[F:26])=O)C. (2) The reactants are: [CH3:1][O:2][C:3]1[CH:8]=[CH:7][C:6]([CH:9]([CH3:13])C(O)=O)=[CH:5][CH:4]=1.C([N:16]([CH2:19]C)CC)C.ClC(OCC)=[O:23].[NH4+].[OH-]. Given the product [CH3:1][O:2][C:3]1[CH:4]=[CH:5][C:6]([CH2:9][CH2:13][C:19]([NH2:16])=[O:23])=[CH:7][CH:8]=1, predict the reactants needed to synthesize it.